This data is from Forward reaction prediction with 1.9M reactions from USPTO patents (1976-2016). The task is: Predict the product of the given reaction. (1) Given the reactants [Na].[NH:2]1[CH:6]=[N:5][CH:4]=[N:3]1.Cl[C:8]1[CH2:13][CH2:12][C:11]([CH3:15])([CH3:14])[C:10](=[O:16])[CH:9]=1.O, predict the reaction product. The product is: [CH3:14][C:11]1([CH3:15])[C:10](=[O:16])[CH:9]=[C:8]([N:2]2[CH:6]=[N:5][CH:4]=[N:3]2)[CH2:13][CH2:12]1. (2) Given the reactants [Cl:1][C:2]1[C:3]([C:9]#[N:10])=[N:4][CH:5]=[C:6](Cl)[N:7]=1.[NH2:11][C@@H:12]1[CH2:17][CH2:16][CH2:15][CH2:14][C@@H:13]1[NH:18][C:19](=[O:25])[O:20][C:21]([CH3:24])([CH3:23])[CH3:22].CCN(C(C)C)C(C)C.CC(O)=O, predict the reaction product. The product is: [Cl:1][C:2]1[N:7]=[C:6]([NH:11][C@@H:12]2[CH2:17][CH2:16][CH2:15][CH2:14][C@@H:13]2[NH:18][C:19](=[O:25])[O:20][C:21]([CH3:23])([CH3:22])[CH3:24])[CH:5]=[N:4][C:3]=1[C:9]#[N:10].